This data is from Catalyst prediction with 721,799 reactions and 888 catalyst types from USPTO. The task is: Predict which catalyst facilitates the given reaction. (1) Reactant: ClC(OC(Cl)(Cl)Cl)=O.C(O[C:14]([NH:16][C:17]1[C:22]([C:23]([OH:25])=[O:24])=[CH:21][N:20]=[CH:19][CH:18]=1)=[O:15])(C)(C)C. Product: [NH:16]1[C:17]2[CH:18]=[CH:19][N:20]=[CH:21][C:22]=2[C:23](=[O:24])[O:25][C:14]1=[O:15]. The catalyst class is: 12. (2) Reactant: [H-].[Na+].[NH:3]1[CH:7]=[CH:6][N:5]=[C:4]1[CH2:8][NH:9][C:10](=[O:12])[CH3:11].[CH3:13][Si:14]([CH3:21])([CH3:20])[CH2:15][CH2:16][O:17][CH2:18]Cl.O. Product: [CH3:13][Si:14]([CH3:21])([CH3:20])[CH2:15][CH2:16][O:17][CH2:18][N:3]1[CH:7]=[CH:6][N:5]=[C:4]1[CH2:8][NH:9][C:10](=[O:12])[CH3:11]. The catalyst class is: 42. (3) Reactant: [Cl:1][C:2]1[CH:7]=[CH:6][C:5]([S:8](Cl)(=[O:10])=[O:9])=[CH:4][C:3]=1[C:12]1[C:20]2[C:15](=[N:16][C:17]([O:21][C:22]3[CH:27]=[CH:26][C:25]([F:28])=[CH:24][C:23]=3[F:29])=[N:18][CH:19]=2)[NH:14][N:13]=1.[NH3:30]. Product: [Cl:1][C:2]1[CH:7]=[CH:6][C:5]([S:8]([NH2:30])(=[O:10])=[O:9])=[CH:4][C:3]=1[C:12]1[C:20]2[C:15](=[N:16][C:17]([O:21][C:22]3[CH:27]=[CH:26][C:25]([F:28])=[CH:24][C:23]=3[F:29])=[N:18][CH:19]=2)[NH:14][N:13]=1. The catalyst class is: 5. (4) Reactant: [CH3:1][N:2]1[CH:10]=[C:9]2[C:4]([CH:5]=[CH:6][CH:7]=[C:8]2[C@H:11]2[CH2:13][C@H:12]2[CH2:14]O)=[N:3]1.N(C(OCC)=O)=NC(OCC)=O.C1(P(C2C=CC=CC=2)C2C=CC=CC=2)C=CC=CC=1.[C:47]1(=[O:57])[NH:51][C:50](=[O:52])[C:49]2=[CH:53][CH:54]=[CH:55][CH:56]=[C:48]12. Product: [CH3:1][N:2]1[CH:10]=[C:9]2[C:4]([CH:5]=[CH:6][CH:7]=[C:8]2[C@H:11]2[CH2:13][C@H:12]2[CH2:14][N:51]2[C:47](=[O:57])[C:48]3[C:49](=[CH:53][CH:54]=[CH:55][CH:56]=3)[C:50]2=[O:52])=[N:3]1. The catalyst class is: 207. (5) Reactant: [BH4-].[Li+].[F:3][C:4]([F:15])([F:14])[C:5]1[S:9][CH:8]=[C:7]([C:10](OC)=[O:11])[CH:6]=1.Cl. Product: [F:14][C:4]([F:3])([F:15])[C:5]1[S:9][CH:8]=[C:7]([CH2:10][OH:11])[CH:6]=1. The catalyst class is: 7. (6) Reactant: [Cl:1][C:2]1[CH:7]=[CH:6][C:5]([CH2:8][N:9]2[CH2:14][CH2:13][N:12](C(OC(C)(C)C)=O)[CH2:11][CH2:10]2)=[C:4]([N:22]2[CH2:26][CH2:25][C@H:24]([CH2:27][O:28][S:29]([C:32]3[CH:37]=[CH:36][C:35]([CH3:38])=[CH:34][CH:33]=3)(=[O:31])=[O:30])[CH2:23]2)[CH:3]=1.CN1CCOCC1.I[Si](C)(C)C. Product: [CH3:38][C:35]1[CH:36]=[CH:37][C:32]([S:29]([O:28][CH2:27][C@H:24]2[CH2:25][CH2:26][N:22]([C:4]3[CH:3]=[C:2]([Cl:1])[CH:7]=[CH:6][C:5]=3[CH2:8][N:9]3[CH2:14][CH2:13][NH:12][CH2:11][CH2:10]3)[CH2:23]2)(=[O:31])=[O:30])=[CH:33][CH:34]=1. The catalyst class is: 2. (7) Reactant: Br[C:2]1[CH:7]=[CH:6][CH:5]=[C:4]([Br:8])[N:3]=1.[C:9]([Cu])#[N:10]. Product: [Br:8][C:4]1[N:3]=[C:2]([C:9]#[N:10])[CH:7]=[CH:6][CH:5]=1. The catalyst class is: 3. (8) Reactant: [CH2:1]([O:8][C:9](=[O:15])[NH:10][C@@H:11]([CH3:14])[CH2:12][OH:13])[C:2]1[CH:7]=[CH:6][CH:5]=[CH:4][CH:3]=1.C(N(CC)CC)C.[CH3:23][S:24](Cl)(=[O:26])=[O:25]. Product: [CH3:23][S:24]([O:13][CH2:12][C@@H:11]([NH:10][C:9]([O:8][CH2:1][C:2]1[CH:7]=[CH:6][CH:5]=[CH:4][CH:3]=1)=[O:15])[CH3:14])(=[O:26])=[O:25]. The catalyst class is: 2.